Dataset: Forward reaction prediction with 1.9M reactions from USPTO patents (1976-2016). Task: Predict the product of the given reaction. Given the reactants [Si:1](Cl)([C:4]([CH3:7])([CH3:6])[CH3:5])([CH3:3])[CH3:2].[CH:9]([N:22]1[CH2:25][CH:24]([OH:26])[CH2:23]1)([C:16]1[CH:21]=[CH:20][CH:19]=[CH:18][CH:17]=1)[C:10]1[CH:15]=[CH:14][CH:13]=[CH:12][CH:11]=1.N1C=CN=C1, predict the reaction product. The product is: [CH:9]([N:22]1[CH2:25][CH:24]([O:26][Si:1]([C:4]([CH3:7])([CH3:6])[CH3:5])([CH3:3])[CH3:2])[CH2:23]1)([C:16]1[CH:21]=[CH:20][CH:19]=[CH:18][CH:17]=1)[C:10]1[CH:11]=[CH:12][CH:13]=[CH:14][CH:15]=1.